Dataset: Aqueous solubility values for 9,982 compounds from the AqSolDB database. Task: Regression/Classification. Given a drug SMILES string, predict its absorption, distribution, metabolism, or excretion properties. Task type varies by dataset: regression for continuous measurements (e.g., permeability, clearance, half-life) or binary classification for categorical outcomes (e.g., BBB penetration, CYP inhibition). For this dataset (solubility_aqsoldb), we predict Y. (1) The drug is C=CC(C)CCCC(C)(C)O. The Y is -2.22 log mol/L. (2) The compound is O=[N+]([O-])c1cc(Cl)c(Cl)c(Cl)c1Cl. The Y is -4.55 log mol/L. (3) The drug is NC(=O)OC(CCl)CCl. The Y is -1.36 log mol/L. (4) The drug is CC(=O)CC1=NCCS1. The Y is -1.16 log mol/L. (5) The drug is Cn1c(=O)ncc2[nH]c(=O)[nH]c21. The Y is -0.794 log mol/L. (6) The molecule is CC(=O)[O-].CC(=O)[O-].[Zn+2]. The Y is 0.218 log mol/L. (7) The molecule is Clc1cc(Cl)c(-c2c(Cl)c(Cl)cc(Cl)c2Cl)c(Cl)c1Cl. The Y is -9.20 log mol/L. (8) The drug is O=C(O)c1cccc(F)c1. The Y is -1.97 log mol/L. (9) The compound is Cc1cc(O)n(CCC(=O)O)c(=O)c1C(N)=O. The Y is -1.60 log mol/L. (10) The compound is CC(=O)OCCOC(C)C. The Y is -0.166 log mol/L.